From a dataset of Forward reaction prediction with 1.9M reactions from USPTO patents (1976-2016). Predict the product of the given reaction. (1) Given the reactants Br[C:2]1[N:7]=[C:6]([CH:8]=[O:9])[CH:5]=[CH:4][CH:3]=1.[F:10][C:11]([F:22])([F:21])[C:12]1[CH:17]=[CH:16][C:15](B(O)O)=[CH:14][CH:13]=1.C([O-])([O-])=O.[Na+].[Na+], predict the reaction product. The product is: [F:10][C:11]([F:22])([F:21])[C:12]1[CH:17]=[CH:16][C:15]([C:2]2[N:7]=[C:6]([CH:8]=[O:9])[CH:5]=[CH:4][CH:3]=2)=[CH:14][CH:13]=1. (2) Given the reactants [CH3:1][C:2]1[CH:30]=[CH:29][CH:28]=[C:27]([CH3:31])[C:3]=1[CH2:4][NH:5][C:6]1[CH:7]=[C:8]2[C:13](=[CH:14][CH:15]=1)[N:12]=[C:11]([N:16]1[CH:20]=[C:19]([C:21]([O:23]CC)=[O:22])[CH:18]=[N:17]1)[NH:10][C:9]2=O.[CH2:32]([NH:34][CH2:35][CH3:36])[CH3:33], predict the reaction product. The product is: [CH3:31][C:27]1[CH:28]=[CH:29][CH:30]=[C:2]([CH3:1])[C:3]=1[CH2:4][NH:5][C:6]1[CH:7]=[C:8]2[C:13](=[CH:14][CH:15]=1)[N:12]=[C:11]([N:16]1[CH:20]=[C:19]([C:21]([OH:23])=[O:22])[CH:18]=[N:17]1)[N:10]=[C:9]2[N:34]([CH2:35][CH3:36])[CH2:32][CH3:33]. (3) Given the reactants Br[C:2]1[CH:3]=[CH:4][C:5]([F:8])=[N:6][CH:7]=1.CN(C)CCN(C)C.[Li+].CCC[CH2-].[CH3:22][S:23]SC, predict the reaction product. The product is: [F:8][C:5]1[CH:4]=[CH:3][C:2]([S:23][CH3:22])=[CH:7][N:6]=1. (4) Given the reactants CS[C:3]1[S:4]/[C:5](=[CH:9]\[C:10]2[CH:11]=[C:12]3[C:17](=[CH:18][CH:19]=2)[N:16]=[CH:15][CH:14]=[CH:13]3)/[C:6](=[O:8])[N:7]=1.Cl.[NH2:21][C@H:22]([C:26]1[CH:31]=[CH:30][CH:29]=[CH:28][CH:27]=1)[C:23]([NH2:25])=[O:24].CCN(C(C)C)C(C)C, predict the reaction product. The product is: [O:8]=[C:6]1[N:7]=[C:3]([NH:21][C@H:22]([C:26]2[CH:31]=[CH:30][CH:29]=[CH:28][CH:27]=2)[C:23]([NH2:25])=[O:24])[S:4]/[C:5]/1=[CH:9]\[C:10]1[CH:11]=[C:12]2[C:17](=[CH:18][CH:19]=1)[N:16]=[CH:15][CH:14]=[CH:13]2. (5) Given the reactants [CH3:1][S:2]([CH2:5][C:6]1[CH:11]=[CH:10][N:9]=[C:8]([S:12][CH3:13])[N:7]=1)(=[O:4])=[O:3].[H-].[Na+].Br[CH2:17][CH2:18]Br.O, predict the reaction product. The product is: [CH3:1][S:2]([C:5]1([C:6]2[CH:11]=[CH:10][N:9]=[C:8]([S:12][CH3:13])[N:7]=2)[CH2:18][CH2:17]1)(=[O:3])=[O:4]. (6) Given the reactants C1CN([P+](ON2N=NC3C=CC=CC2=3)(N2CCCC2)N2CCCC2)CC1.F[P-](F)(F)(F)(F)F.[N:34]1([CH2:40][C:41]2[CH:42]=[C:43]([C:47]3[CH:52]=[CH:51][CH:50]=[C:49]([CH2:53][NH2:54])[CH:48]=3)[CH:44]=[CH:45][CH:46]=2)[CH2:39][CH2:38][NH:37][CH2:36][CH2:35]1.CCN(C(C)C)C(C)C.[CH3:64][N:65]([CH3:76])[C:66]1[CH:71]=[CH:70][C:69]([CH2:72][C:73](O)=[O:74])=[CH:68][CH:67]=1, predict the reaction product. The product is: [CH3:76][N:65]([CH3:64])[C:66]1[CH:71]=[CH:70][C:69]([CH2:72][C:73]([NH:54][CH2:53][C:49]2[CH:48]=[C:47]([C:43]3[CH:44]=[CH:45][CH:46]=[C:41]([CH2:40][N:34]4[CH2:39][CH2:38][NH:37][CH2:36][CH2:35]4)[CH:42]=3)[CH:52]=[CH:51][CH:50]=2)=[O:74])=[CH:68][CH:67]=1.